Dataset: Catalyst prediction with 721,799 reactions and 888 catalyst types from USPTO. Task: Predict which catalyst facilitates the given reaction. (1) Reactant: [OH-:1].[Na+].[CH3:3][C:4]1([CH3:17])[C:13]2[CH:8]([CH2:9][C:10]([CH3:14])=[CH:11][CH:12]=2)[C:7]([CH3:16])([CH3:15])[CH2:6][CH2:5]1.[O-:18][Mn](=O)(=O)=O.[K+].Cl. Product: [CH3:3][C:4]1([CH3:17])[CH2:5][CH2:6][C:7]([CH3:16])([CH3:15])[C:8]2[CH:9]=[C:10]([C:14]([OH:18])=[O:1])[CH:11]=[CH:12][C:13]1=2. The catalyst class is: 803. (2) Reactant: [CH3:1][O:2][C:3]1[CH:8]=[CH:7][C:6]([C:9]2[CH:18]=[CH:17][C:12]([C:13](OC)=[O:14])=[CH:11][CH:10]=2)=[CH:5][CH:4]=1.[H-].[Al+3].[Li+].[H-].[H-].[H-].O.[OH-].[Na+]. Product: [CH3:1][O:2][C:3]1[CH:4]=[CH:5][C:6]([C:9]2[CH:18]=[CH:17][C:12]([CH2:13][OH:14])=[CH:11][CH:10]=2)=[CH:7][CH:8]=1. The catalyst class is: 7. (3) Reactant: [CH2:1]([NH:3][C:4]1[S:5][C@H:6]2[O:12][C@H:11]([C:13](=[O:22])[CH2:14][CH2:15][C:16]3[CH:21]=[CH:20][CH:19]=[CH:18][CH:17]=3)[C@@H:10]([OH:23])[C@H:9]([OH:24])[C@H:7]2[N:8]=1)[CH3:2].[BH4-].[Na+]. Product: [CH2:1]([NH:3][C:4]1[S:5][C@H:6]2[O:12][C@H:11]([C@@H:13]([OH:22])[CH2:14][CH2:15][C:16]3[CH:17]=[CH:18][CH:19]=[CH:20][CH:21]=3)[C@@H:10]([OH:23])[C@H:9]([OH:24])[C@H:7]2[N:8]=1)[CH3:2]. The catalyst class is: 5.